Predict the reactants needed to synthesize the given product. From a dataset of Full USPTO retrosynthesis dataset with 1.9M reactions from patents (1976-2016). (1) Given the product [Cl:1][C:2]1[N:3]=[C:4]([C:15]2[CH:14]=[C:13]([CH3:26])[C:12](=[O:27])[N:11]([CH3:10])[CH:16]=2)[CH:5]=[C:6]([Cl:8])[N:7]=1, predict the reactants needed to synthesize it. The reactants are: [Cl:1][C:2]1[N:7]=[C:6]([Cl:8])[CH:5]=[C:4](Cl)[N:3]=1.[CH3:10][N:11]1[CH:16]=[C:15](B2OC(C)(C)C(C)(C)O2)[CH:14]=[C:13]([CH3:26])[C:12]1=[O:27].C1(P(C2C=CC=CC=2)C2C=CC=CC=2)C=CC=CC=1.C([O-])([O-])=O.[Na+].[Na+]. (2) Given the product [Br:9][C:10]1[CH:16]=[CH:15][C:13]([S:22][CH3:21])=[C:12]([C:17]([F:20])([F:19])[F:18])[CH:11]=1, predict the reactants needed to synthesize it. The reactants are: N(OCCC(C)C)=O.[Br:9][C:10]1[CH:16]=[CH:15][C:13](N)=[C:12]([C:17]([F:20])([F:19])[F:18])[CH:11]=1.[CH3:21][S:22]C.